Dataset: Reaction yield outcomes from USPTO patents with 853,638 reactions. Task: Predict the reaction yield, written as a fraction of the theoretical maximum amount of product (1.0 means a 100% yield; for example, 0.34 means a 34% yield). (1) The reactants are [Na].C(O[C:5](=[O:11])[C:6]([O:8][CH2:9]C)=[O:7])C.[CH3:12][C:13]1[CH:18]=[CH:17][C:16]([C:19](=[O:21])[CH3:20])=[CH:15][CH:14]=1. The catalyst is CO.CC(OC)(C)C. The product is [CH3:12][C:13]1[CH:18]=[CH:17][C:16]([C:19](=[O:21])[CH2:20][C:5](=[O:11])[C:6]([O:8][CH3:9])=[O:7])=[CH:15][CH:14]=1. The yield is 0.460. (2) The reactants are [F:1][C:2]1[CH:3]=[C:4]([OH:11])[CH:5]=[CH:6][C:7]=1[N+:8]([O-:10])=[O:9].[F:12][C:13]([F:26])([F:25])[S:14](O[S:14]([C:13]([F:26])([F:25])[F:12])(=[O:16])=[O:15])(=[O:16])=[O:15].C(N(CC)CC)C. The catalyst is C(Cl)Cl. The product is [F:12][C:13]([F:26])([F:25])[S:14]([O:11][C:4]1[CH:5]=[CH:6][C:7]([N+:8]([O-:10])=[O:9])=[C:2]([F:1])[CH:3]=1)(=[O:16])=[O:15]. The yield is 0.851. (3) The yield is 0.820. The catalyst is C1COCC1.CC(C)[O-].[Ti+4].CC(C)[O-].CC(C)[O-].CC(C)[O-]. The reactants are [Cl:1][C:2]1[C:11]([CH:12]=O)=[CH:10][C:9]2[C:4](=[CH:5][C:6]([F:15])=[CH:7][C:8]=2[F:14])[N:3]=1.[CH3:16][C:17]([S@:20]([NH2:22])=[O:21])([CH3:19])[CH3:18].O. The product is [Cl:1][C:2]1[C:11](/[CH:12]=[N:22]/[S@@:20]([C:17]([CH3:19])([CH3:18])[CH3:16])=[O:21])=[CH:10][C:9]2[C:4](=[CH:5][C:6]([F:15])=[CH:7][C:8]=2[F:14])[N:3]=1. (4) The reactants are [Cl:1][C:2]1[N:3]=[C:4]([N:11]2[CH2:16][CH2:15][O:14][CH2:13][CH2:12]2)[C:5]2[O:10][CH:9]=[CH:8][C:6]=2[N:7]=1.C([Li])CCC.CN([CH:25]=[O:26])C. The catalyst is C1COCC1. The product is [Cl:1][C:2]1[N:3]=[C:4]([N:11]2[CH2:16][CH2:15][O:14][CH2:13][CH2:12]2)[C:5]2[O:10][C:9]([CH:25]=[O:26])=[CH:8][C:6]=2[N:7]=1. The yield is 0.500. (5) The product is [C:32]([O:8][CH:3]1[CH2:4][CH2:5][CH2:6][CH2:7][CH:2]1[NH:1][S:19]([C:18]([F:31])([F:30])[F:17])(=[O:21])=[O:20])(=[O:36])[C:33]([CH3:35])=[CH2:34]. The catalyst is CN(C)C=O. The yield is 0.700. The reactants are [NH2:1][CH:2]1[CH2:7][CH2:6][CH2:5][CH2:4][CH:3]1[OH:8].N1C(C)=CC=CC=1C.[F:17][C:18]([F:31])([F:30])[S:19](O[S:19]([C:18]([F:31])([F:30])[F:17])(=[O:21])=[O:20])(=[O:21])=[O:20].[C:32](Cl)(=[O:36])[C:33]([CH3:35])=[CH2:34]. (6) The reactants are Br[C:2]1[CH:3]=[CH:4][C:5]([C:23]([F:26])([F:25])[F:24])=[C:6]([CH:22]=1)[C:7]([NH:9][C:10]1[C:19]([CH3:20])=[CH:18][C:13]([C:14]([O:16][CH3:17])=[O:15])=[CH:12][C:11]=1[CH3:21])=[O:8].[C:27]([Si:31]([CH3:40])([CH3:39])[O:32][CH:33]1[CH2:38][CH2:37][NH:36][CH2:35][CH2:34]1)([CH3:30])([CH3:29])[CH3:28].C([O-])([O-])=O.[Cs+].[Cs+].C1(P(C2CCCCC2)C2C=CC=CC=2C2C(OC)=CC=CC=2OC)CCCCC1. The catalyst is O1CCOCC1.C1C=CC(/C=C/C(/C=C/C2C=CC=CC=2)=O)=CC=1.C1C=CC(/C=C/C(/C=C/C2C=CC=CC=2)=O)=CC=1.C1C=CC(/C=C/C(/C=C/C2C=CC=CC=2)=O)=CC=1.[Pd].[Pd]. The product is [Si:31]([O:32][CH:33]1[CH2:34][CH2:35][N:36]([C:2]2[CH:3]=[CH:4][C:5]([C:23]([F:26])([F:25])[F:24])=[C:6]([CH:22]=2)[C:7]([NH:9][C:10]2[C:19]([CH3:20])=[CH:18][C:13]([C:14]([O:16][CH3:17])=[O:15])=[CH:12][C:11]=2[CH3:21])=[O:8])[CH2:37][CH2:38]1)([C:27]([CH3:30])([CH3:29])[CH3:28])([CH3:40])[CH3:39]. The yield is 0.800. (7) The reactants are [NH2:1][C:2]1[CH:7]=[CH:6][C:5]([S:8]([NH:11][C:12]2[CH:13]=[CH:14][C:15]3[CH2:19][O:18][B:17]([OH:20])[C:16]=3[CH:21]=2)(=[O:10])=[O:9])=[C:4]([CH2:22][NH2:23])[CH:3]=1.Cl[C:25]([O:27][CH2:28][CH:29]([CH3:31])[CH3:30])=[O:26]. The catalyst is C1COCC1. The product is [NH2:1][C:2]1[CH:7]=[CH:6][C:5]([S:8](=[O:9])(=[O:10])[NH:11][C:12]2[CH:13]=[CH:14][C:15]3[CH2:19][O:18][B:17]([OH:20])[C:16]=3[CH:21]=2)=[C:4]([CH:3]=1)[CH2:22][NH:23][C:25](=[O:26])[O:27][CH2:28][CH:29]([CH3:31])[CH3:30]. The yield is 0.380.